Dataset: Full USPTO retrosynthesis dataset with 1.9M reactions from patents (1976-2016). Task: Predict the reactants needed to synthesize the given product. (1) Given the product [CH:19]1[CH:18]=[CH:17][CH:16]=[C:15]2[C:20]=1[C:21]1[C:8]([C:9]3[C:14]2=[CH:13][CH:12]=[CH:11][CH:10]=3)=[CH:7][C:6]2=[C:23]3[C:3]([CH:4]=[C:5]2[CH:22]=1)=[C:2]([N:50]1[C:51]2[CH:39]=[CH:40][C:41]([N:52]4[C:53]5[CH:54]=[CH:55][CH:56]=[CH:57][C:58]=5[C:59]5[C:64]4=[CH:63][CH:62]=[CH:61][CH:60]=5)=[CH:42][C:43]=2[C:44]2[C:49]1=[CH:48][CH:47]=[CH:46][CH:45]=2)[CH:26]=[CH:25][C:24]13[C:27]2[CH:28]=[CH:29][CH:30]=[CH:31][C:32]=2[C:33]2[C:38]1=[CH:37][CH:36]=[CH:35][CH:34]=2, predict the reactants needed to synthesize it. The reactants are: Br[C:2]1[CH:26]=[CH:25][C:24]2([C:38]3[CH:37]=[CH:36][CH:35]=[CH:34][C:33]=3[C:32]3[C:27]2=[CH:28][CH:29]=[CH:30][CH:31]=3)[C:23]2[C:3]=1[CH:4]=[C:5]1[CH:22]=[C:21]3[C:8]([C:9]4[C:14]([C:15]5[C:20]3=[CH:19][CH:18]=[CH:17][CH:16]=5)=[CH:13][CH:12]=[CH:11][CH:10]=4)=[CH:7][C:6]1=2.[CH:39]1[C:51]2[NH:50][C:49]3[C:44](=[CH:45][CH:46]=[CH:47][CH:48]=3)[C:43]=2[CH:42]=[C:41]([N:52]2[C:64]3[CH:63]=[CH:62][CH:61]=[CH:60][C:59]=3[C:58]3[C:53]2=[CH:54][CH:55]=[CH:56][CH:57]=3)[CH:40]=1.CC(C)([O-])C.[Na+]. (2) Given the product [C:20]([O:24][C:25](=[O:30])[NH:26][CH2:27][CH2:28][O:13][C:14]1[CH:19]=[CH:18][CH:17]=[CH:16][N:15]=1)([CH3:23])([CH3:22])[CH3:21], predict the reactants needed to synthesize it. The reactants are: N(C(OCC)=O)=NC(OCC)=O.[OH:13][C:14]1[CH:19]=[CH:18][CH:17]=[CH:16][N:15]=1.[C:20]([O:24][C:25](=[O:30])[NH:26][CH2:27][CH2:28]O)([CH3:23])([CH3:22])[CH3:21].C1(P(C2C=CC=CC=2)C2C=CC=CC=2)C=CC=CC=1. (3) Given the product [C:14]([O:13][C:11](=[O:12])[CH2:10][C:5]1[CH:6]=[CH:7][C:8]([O:18][C:19]2[CH:20]=[CH:21][C:22]([C:23]([O:25][CH3:26])=[O:24])=[CH:27][CH:28]=2)=[C:3]([C:1]#[N:2])[CH:4]=1)([CH3:17])([CH3:16])[CH3:15], predict the reactants needed to synthesize it. The reactants are: [C:1]([C:3]1[CH:4]=[C:5]([CH2:10][C:11]([O:13][C:14]([CH3:17])([CH3:16])[CH3:15])=[O:12])[CH:6]=[CH:7][C:8]=1F)#[N:2].[OH:18][C:19]1[CH:28]=[CH:27][C:22]([C:23]([O:25][CH3:26])=[O:24])=[CH:21][CH:20]=1.C([O-])([O-])=O.[K+].[K+]. (4) Given the product [N+:18](/[CH:21]=[CH:9]/[C:7]1[CH:6]=[N:5][N:4]2[CH2:3][CH2:2][N:1]([CH:11]=[O:12])[C:8]=12)([O-:20])=[O:19], predict the reactants needed to synthesize it. The reactants are: [N:1]1([CH:11]=[O:12])[C:8]2[N:4]([N:5]=[CH:6][C:7]=2[CH:9]=O)[CH2:3][CH2:2]1.C([O-])(=O)C.[NH4+].[N+:18]([CH3:21])([O-:20])=[O:19]. (5) Given the product [Cl:16][C:17]1[CH:22]=[C:21]([O:23][CH3:24])[CH:20]=[CH:19][C:18]=1[C:2]1[N:7]2[N:8]=[C:9]([CH2:14][CH3:15])[C:10]([N+:11]([O-:13])=[O:12])=[C:6]2[CH:5]=[CH:4][CH:3]=1, predict the reactants needed to synthesize it. The reactants are: Br[C:2]1[N:7]2[N:8]=[C:9]([CH2:14][CH3:15])[C:10]([N+:11]([O-:13])=[O:12])=[C:6]2[CH:5]=[CH:4][CH:3]=1.[Cl:16][C:17]1[CH:22]=[C:21]([O:23][CH3:24])[CH:20]=[CH:19][C:18]=1OB(O)O.O.O.O.O.O.O.O.O.[OH-].[Ba+2].[OH-].C(OCC)(=O)C. (6) Given the product [CH2:15]([O:17][C:18]1[CH:19]=[C:20]([CH:21]2[C:8]([C:9]3[S:10][CH:11]=[CH:12][N:13]=3)=[C:7]([C:1]3[CH:6]=[CH:5][CH:4]=[CH:3][CH:2]=3)[NH:33][C:31](=[O:32])[NH:30]2)[CH:23]=[C:24]([N+:27]([O-:29])=[O:28])[C:25]=1[OH:26])[CH3:16], predict the reactants needed to synthesize it. The reactants are: [C:1]1([C:7](=O)[CH2:8][C:9]2[S:10][CH:11]=[CH:12][N:13]=2)[CH:6]=[CH:5][CH:4]=[CH:3][CH:2]=1.[CH2:15]([O:17][C:18]1[CH:19]=[C:20]([CH:23]=[C:24]([N+:27]([O-:29])=[O:28])[C:25]=1[OH:26])[CH:21]=O)[CH3:16].[NH2:30][C:31]([NH2:33])=[O:32].Cl. (7) Given the product [C:19]([C:18]1[C:17]([F:16])=[CH:24][CH:23]=[CH:22][C:21]=1[O:1][CH2:2][C:3]1([C:10]([NH:12][CH:13]([CH3:15])[CH3:14])=[O:11])[CH2:8][CH2:7][CH2:6][NH:5][C:4]1=[O:9])#[N:20], predict the reactants needed to synthesize it. The reactants are: [OH:1][CH2:2][C:3]1([C:10]([NH:12][CH:13]([CH3:15])[CH3:14])=[O:11])[CH2:8][CH2:7][CH2:6][NH:5][C:4]1=[O:9].[F:16][C:17]1[CH:24]=[CH:23][CH:22]=[C:21](F)[C:18]=1[C:19]#[N:20]. (8) Given the product [CH3:31][O:33][C:9](=[O:29])[CH:8]([C:7]1[C:2]([I:1])=[C:3]2[C:19]3[CH2:20][CH2:21][CH2:22][CH2:23][C:18]=3[S:17][C:4]2=[N:5][C:6]=1[CH3:16])[OH:11], predict the reactants needed to synthesize it. The reactants are: [I:1][C:2]1[C:7]([CH:8]([O:11][Si](C)(C)C)[C:9]#N)=[C:6]([CH3:16])[N:5]=[C:4]2[S:17][C:18]3[CH2:23][CH2:22][CH2:21][CH2:20][C:19]=3[C:3]=12.S(=O)(=O)(O)O.[OH-:29].[Na+].[C:31](OCC)(=[O:33])C. (9) Given the product [OH:40][C:33]1([CH2:32][CH2:31][NH:30][C:2]2[CH:9]=[C:8]([N:10]3[C:18]4[C:13](=[C:14]([C:19]5[CH:20]=[N:21][C:22]6[C:27]([CH:28]=5)=[CH:26][CH:25]=[CH:24][CH:23]=6)[CH:15]=[CH:16][CH:17]=4)[C:12]([CH3:29])=[N:11]3)[CH:7]=[CH:6][C:3]=2[C:4]#[N:5])[CH2:38][CH2:37][N:36]([CH3:39])[CH2:35][CH2:34]1, predict the reactants needed to synthesize it. The reactants are: Br[C:2]1[CH:9]=[C:8]([N:10]2[C:18]3[C:13](=[C:14]([C:19]4[CH:20]=[N:21][C:22]5[C:27]([CH:28]=4)=[CH:26][CH:25]=[CH:24][CH:23]=5)[CH:15]=[CH:16][CH:17]=3)[C:12]([CH3:29])=[N:11]2)[CH:7]=[CH:6][C:3]=1[C:4]#[N:5].[NH2:30][CH2:31][CH2:32][C:33]1([OH:40])[CH2:38][CH2:37][N:36]([CH3:39])[CH2:35][CH2:34]1.C(=O)([O-])[O-].[Cs+].[Cs+].C1(P(C2C=CC=CC=2)C2C3OC4C(=CC=CC=4P(C4C=CC=CC=4)C4C=CC=CC=4)C(C)(C)C=3C=CC=2)C=CC=CC=1. (10) Given the product [OH:22][CH2:21][C:18]1[S:17][C:16]([NH:15][S:11]([C:8]2[CH:9]=[CH:10][C:5]([NH:4][C:1](=[O:3])[CH3:2])=[CH:6][CH:7]=2)(=[O:13])=[O:12])=[N:20][N:19]=1, predict the reactants needed to synthesize it. The reactants are: [C:1]([NH:4][C:5]1[CH:10]=[CH:9][C:8]([S:11](Cl)(=[O:13])=[O:12])=[CH:7][CH:6]=1)(=[O:3])[CH3:2].[NH2:15][C:16]1[S:17][C:18]([CH2:21][OH:22])=[N:19][N:20]=1.Cl.